Dataset: Reaction yield outcomes from USPTO patents with 853,638 reactions. Task: Predict the reaction yield, written as a fraction of the theoretical maximum amount of product (1.0 means a 100% yield; for example, 0.34 means a 34% yield). (1) The reactants are [Br:1][C:2]1[CH:3]=[N:4][C:5]([N:12]([CH:15]2[CH2:20][CH2:19][CH2:18][CH2:17][CH2:16]2)[CH2:13][CH3:14])=[C:6]([CH:11]=1)[C:7](OC)=[O:8].[H-].[H-].[H-].[H-].[Li+].[Al+3]. The catalyst is O1CCCC1.C(OCC)(=O)C. The product is [Br:1][C:2]1[CH:11]=[C:6]([CH2:7][OH:8])[C:5]([N:12]([CH:15]2[CH2:16][CH2:17][CH2:18][CH2:19][CH2:20]2)[CH2:13][CH3:14])=[N:4][CH:3]=1. The yield is 0.970. (2) The reactants are C([O:3][C:4](=[O:46])[CH2:5][CH2:6][CH2:7][N:8]([C:38]1[CH:43]=[C:42]([CH3:44])[CH:41]=[C:40]([CH3:45])[CH:39]=1)[CH2:9][C:10]1[CH:37]=[CH:36][C:13]2[N:14]=[C:15]([NH:26][CH2:27][CH2:28][CH2:29][N:30]3[CH2:35][CH2:34][O:33][CH2:32][CH2:31]3)[N:16]([CH2:17][C:18]3[C:23]([OH:24])=[CH:22][CH:21]=[C:20]([CH3:25])[N:19]=3)[C:12]=2[CH:11]=1)C.[Li+].[OH-].O. The catalyst is O1CCCC1.O. The product is [CH3:44][C:42]1[CH:43]=[C:38]([N:8]([CH2:9][C:10]2[CH:37]=[CH:36][C:13]3[N:14]=[C:15]([NH:26][CH2:27][CH2:28][CH2:29][N:30]4[CH2:35][CH2:34][O:33][CH2:32][CH2:31]4)[N:16]([CH2:17][C:18]4[C:23]([OH:24])=[CH:22][CH:21]=[C:20]([CH3:25])[N:19]=4)[C:12]=3[CH:11]=2)[CH2:7][CH2:6][CH2:5][C:4]([OH:46])=[O:3])[CH:39]=[C:40]([CH3:45])[CH:41]=1. The yield is 0.560. (3) The reactants are [O:1]([C:8]1[CH:9]=[C:10]([NH:14]C2C=CC=CC=2)[CH:11]=[CH:12][CH:13]=1)[C:2]1[CH:7]=[CH:6][CH:5]=[CH:4][CH:3]=1.[N:21]([O-])=O.[Na+].O.O.[Sn](Cl)(Cl)(Cl)Cl.[OH-].[Na+].C(=O)(O)[O-].[Na+]. The catalyst is CO.O.Cl. The product is [O:1]([C:8]1[CH:9]=[C:10]([NH:14][NH2:21])[CH:11]=[CH:12][CH:13]=1)[C:2]1[CH:7]=[CH:6][CH:5]=[CH:4][CH:3]=1. The yield is 0.710. (4) The reactants are Br[C:2]1[NH:3][C:4]2[C:9]([C:10]=1[CH:11]1[CH2:16][CH2:15][CH2:14][CH2:13][CH2:12]1)=[CH:8][CH:7]=[C:6]([C:17]([O:19][CH3:20])=[O:18])[CH:5]=2.N1C2C(=CC=C(C(OC)=O)C=2)C=C1.C([O-])([O-])=O.[Na+].[Na+].[C:40]([O:44][C:45]([NH:47][CH2:48][C:49]1[CH:54]=[C:53]([F:55])[CH:52]=[CH:51][C:50]=1B(O)O)=[O:46])([CH3:43])([CH3:42])[CH3:41]. The catalyst is O1CCOCC1.Cl[Pd](Cl)([P](C1C=CC=CC=1)(C1C=CC=CC=1)C1C=CC=CC=1)[P](C1C=CC=CC=1)(C1C=CC=CC=1)C1C=CC=CC=1. The product is [C:40]([O:44][C:45]([NH:47][CH2:48][C:49]1[CH:54]=[C:53]([F:55])[CH:52]=[CH:51][C:50]=1[C:2]1[NH:3][C:4]2[C:9]([C:10]=1[CH:11]1[CH2:16][CH2:15][CH2:14][CH2:13][CH2:12]1)=[CH:8][CH:7]=[C:6]([C:17]([O:19][CH3:20])=[O:18])[CH:5]=2)=[O:46])([CH3:43])([CH3:41])[CH3:42]. The yield is 0.870. (5) The reactants are [Br:1][C:2]1[C:3](F)=[C:4]2[C:10]([NH:11][C:12]([C:14]3([C:17]([F:20])([F:19])[F:18])[CH2:16][CH2:15]3)=[O:13])=[CH:9][NH:8][C:5]2=[N:6][CH:7]=1.[NH:22]1[CH2:27][CH2:26][CH2:25][C@@H:24]([NH:28][C:29](=[O:35])[O:30][C:31]([CH3:34])([CH3:33])[CH3:32])[CH2:23]1. The catalyst is CCCCO. The product is [Br:1][C:2]1[C:3]([N:22]2[CH2:27][CH2:26][CH2:25][C@@H:24]([NH:28][C:29](=[O:35])[O:30][C:31]([CH3:33])([CH3:32])[CH3:34])[CH2:23]2)=[C:4]2[C:10]([NH:11][C:12]([C:14]3([C:17]([F:20])([F:19])[F:18])[CH2:16][CH2:15]3)=[O:13])=[CH:9][NH:8][C:5]2=[N:6][CH:7]=1. The yield is 0.190. (6) The reactants are [NH2:1][CH2:2][C:3]1[CH:8]=[CH:7][C:6]([C:9]2[C:14]([CH3:15])=[CH:13][CH:12]=[C:11]([NH:16][C:17]([C:19]3([C:22]4[CH:30]=[CH:29][C:25]5[O:26][CH2:27][O:28][C:24]=5[CH:23]=4)[CH2:21][CH2:20]3)=[O:18])[CH:10]=2)=[CH:5][CH:4]=1.[CH2:31]([S:34](Cl)(=[O:36])=[O:35])[CH2:32][CH3:33].CCN(CC)CC. The catalyst is ClCCl. The product is [O:26]1[C:25]2[CH:29]=[CH:30][C:22]([C:19]3([C:17]([NH:16][C:11]4[CH:10]=[C:9]([C:6]5[CH:5]=[CH:4][C:3]([CH2:2][NH:1][S:34]([CH2:31][CH2:32][CH3:33])(=[O:36])=[O:35])=[CH:8][CH:7]=5)[C:14]([CH3:15])=[CH:13][CH:12]=4)=[O:18])[CH2:20][CH2:21]3)=[CH:23][C:24]=2[O:28][CH2:27]1. The yield is 0.100.